From a dataset of CYP2C19 inhibition data for predicting drug metabolism from PubChem BioAssay. Regression/Classification. Given a drug SMILES string, predict its absorption, distribution, metabolism, or excretion properties. Task type varies by dataset: regression for continuous measurements (e.g., permeability, clearance, half-life) or binary classification for categorical outcomes (e.g., BBB penetration, CYP inhibition). Dataset: cyp2c19_veith. (1) The compound is CN(C)c1ccc(CNc2ncc(Br)cc2Br)cc1. The result is 1 (inhibitor). (2) The molecule is CN[C@@H]1NC(=O)c2ccccc2N1Cc1ccc(F)cc1. The result is 0 (non-inhibitor). (3) The compound is CCOC(=O)CSc1ncc(OC)c(Sc2ccc(Cl)cc2)n1. The result is 1 (inhibitor). (4) The result is 1 (inhibitor). The compound is Cc1cc(Cc2cc(Cc3cc(C)cc(C(C)(C)C)c3O)c(C)cc2C)c(O)c(C(C)(C)C)c1. (5) The compound is Cc1sc(NC(=O)c2ccco2)c(C(c2cccnc2)N2CCN(C)CC2)c1C. The result is 1 (inhibitor). (6) The result is 0 (non-inhibitor). The drug is O=C(O)/C(Cc1ccnc2ccccc12)=N\O. (7) The compound is Cc1cnc(CNc2cc(-c3ccccc3CN(C)C)ncn2)cn1. The result is 0 (non-inhibitor). (8) The drug is COc1ccc(NC(=O)CCSc2cc(C)c3ccccc3n2)cc1. The result is 1 (inhibitor). (9) The molecule is CN(C)C(=O)c1ccc(-c2nc(Nc3ccc(F)cc3)c3ccccc3n2)cc1. The result is 1 (inhibitor). (10) The drug is Cc1ccc(-c2ccc(=O)n(CC(=O)NCc3ccco3)n2)cc1. The result is 1 (inhibitor).